From a dataset of Full USPTO retrosynthesis dataset with 1.9M reactions from patents (1976-2016). Predict the reactants needed to synthesize the given product. (1) Given the product [C:35]([Si:38]([CH3:40])([CH3:39])[O:31][CH2:30][C@H:23]1[O:22][C@:21]([C:16]2[CH:17]=[CH:18][C:19]([CH3:20])=[C:14]([CH2:13][C:11]3[S:12][C:8]([C:5]4[CH:6]=[CH:7][C:2]([F:1])=[CH:3][CH:4]=4)=[CH:9][CH:10]=3)[CH:15]=2)([O:32][CH3:33])[C@H:26]([OH:27])[C@@H:25]([OH:28])[C@@H:24]1[OH:29])([CH3:37])([CH3:36])[CH3:34], predict the reactants needed to synthesize it. The reactants are: [F:1][C:2]1[CH:7]=[CH:6][C:5]([C:8]2[S:12][C:11]([CH2:13][C:14]3[CH:15]=[C:16]([C@@:21]4([O:32][CH3:33])[C@H:26]([OH:27])[C@@H:25]([OH:28])[C@H:24]([OH:29])[C@@H:23]([CH2:30][OH:31])[O:22]4)[CH:17]=[CH:18][C:19]=3[CH3:20])=[CH:10][CH:9]=2)=[CH:4][CH:3]=1.[CH3:34][C:35]([Si:38](Cl)([CH3:40])[CH3:39])([CH3:37])[CH3:36]. (2) The reactants are: [H-].[Na+].[F:3][C:4]1[C:9]([F:10])=[CH:8][CH:7]=[CH:6][C:5]=1[C@H:11]1[CH2:17][N:16]2[C:18]([CH2:21][OH:22])=[CH:19][N:20]=[C:15]2[C@H:14]([NH:23][C:24](=[O:30])[O:25][C:26]([CH3:29])([CH3:28])[CH3:27])[CH2:13][CH2:12]1.I[CH3:32]. Given the product [F:3][C:4]1[C:9]([F:10])=[CH:8][CH:7]=[CH:6][C:5]=1[C@H:11]1[CH2:17][N:16]2[C:18]([CH2:21][O:22][CH3:32])=[CH:19][N:20]=[C:15]2[C@H:14]([NH:23][C:24](=[O:30])[O:25][C:26]([CH3:27])([CH3:29])[CH3:28])[CH2:13][CH2:12]1, predict the reactants needed to synthesize it. (3) Given the product [ClH:33].[C:21]1([CH:7]([C:1]2[CH:2]=[CH:3][CH:4]=[CH:5][CH:6]=2)[CH2:8][NH:9][CH2:10][CH:11]([C:13]2[CH:14]=[CH:15][CH:16]=[CH:17][CH:18]=2)[CH3:12])[CH:22]=[CH:23][CH:24]=[CH:25][CH:26]=1, predict the reactants needed to synthesize it. The reactants are: [C:1]1([C:7]([C:21]2[CH:26]=[CH:25][CH:24]=[CH:23][CH:22]=2)(C)[CH2:8][NH:9][C:10](=O)[CH:11]([C:13]2[CH:18]=[CH:17][CH:16]=[CH:15][CH:14]=2)[CH3:12])[CH:6]=[CH:5][CH:4]=[CH:3][CH:2]=1.B.C1COCC1.[ClH:33].[OH-].[Na+]. (4) Given the product [NH2:1][C:2]1[N:6]([CH3:7])[C:5](=[O:8])[C:4]([C:21]2[CH:26]=[CH:25][C:24]([F:27])=[C:23]([C:34]3[CH:33]=[N:32][CH:31]=[C:30]([F:29])[CH:35]=3)[CH:22]=2)([C:9]2[CH:14]=[CH:13][C:12]([S:15]([F:20])([F:19])([F:18])([F:17])[F:16])=[CH:11][CH:10]=2)[N:3]=1, predict the reactants needed to synthesize it. The reactants are: [NH2:1][C:2]1[N:6]([CH3:7])[C:5](=[O:8])[C:4]([C:21]2[CH:26]=[CH:25][C:24]([F:27])=[C:23](Br)[CH:22]=2)([C:9]2[CH:14]=[CH:13][C:12]([S:15]([F:20])([F:19])([F:18])([F:17])[F:16])=[CH:11][CH:10]=2)[N:3]=1.[F:29][C:30]1[CH:31]=[N:32][CH:33]=[C:34](B2OC(C)(C)C(C)(C)O2)[CH:35]=1. (5) Given the product [CH2:25]([C@H:32]1[CH2:36][O:35][C:34](=[O:37])[N:33]1[C:1](=[O:8])[CH2:2][CH2:3][CH2:4][C:5]#[CH:6])[C:26]1[CH:27]=[CH:28][CH:29]=[CH:30][CH:31]=1, predict the reactants needed to synthesize it. The reactants are: [C:1]([OH:8])(=O)[CH2:2][CH2:3][CH2:4][C:5]#[CH:6].C(N(CC)CC)C.CC(C)(C)C(Cl)=O.[Cl-].[Li+].[CH2:25]([C@H:32]1[CH2:36][O:35][C:34](=[O:37])[NH:33]1)[C:26]1[CH:31]=[CH:30][CH:29]=[CH:28][CH:27]=1.